Dataset: Full USPTO retrosynthesis dataset with 1.9M reactions from patents (1976-2016). Task: Predict the reactants needed to synthesize the given product. (1) Given the product [N:22]1([O:1][CH2:2][CH2:3][C:4]2[CH:5]=[CH:6][C:7]([O:10][C:11](=[O:20])[N:12]([CH3:19])[C:13]3[CH:14]=[CH:15][CH:16]=[CH:17][CH:18]=3)=[CH:8][CH:9]=2)[CH:26]=[CH:25][CH:24]=[N:23]1, predict the reactants needed to synthesize it. The reactants are: [OH:1][CH2:2][CH2:3][C:4]1[CH:9]=[CH:8][C:7]([O:10][C:11](=[O:20])[N:12]([CH3:19])[C:13]2[CH:18]=[CH:17][CH:16]=[CH:15][CH:14]=2)=[CH:6][CH:5]=1.O[N:22]1[CH:26]=[CH:25][CH:24]=[N:23]1. (2) Given the product [Cl:23][C:24]1[CH:25]=[CH:26][C:27]([CH2:30][O:31][C:32]2[CH:37]=[CH:36][N:35]([C:2]3[CH:7]=[CH:6][C:5]4[C:8]5[CH2:9][N:10]([C:16]([O:18][C:19]([CH3:22])([CH3:21])[CH3:20])=[O:17])[CH2:11][CH2:12][CH2:13][C:14]=5[S:15][C:4]=4[CH:3]=3)[C:34](=[O:38])[CH:33]=2)=[N:28][CH:29]=1, predict the reactants needed to synthesize it. The reactants are: Br[C:2]1[CH:7]=[CH:6][C:5]2[C:8]3[CH2:9][N:10]([C:16]([O:18][C:19]([CH3:22])([CH3:21])[CH3:20])=[O:17])[CH2:11][CH2:12][CH2:13][C:14]=3[S:15][C:4]=2[CH:3]=1.[Cl:23][C:24]1[CH:25]=[CH:26][C:27]([CH2:30][O:31][C:32]2[CH:37]=[CH:36][NH:35][C:34](=[O:38])[CH:33]=2)=[N:28][CH:29]=1. (3) Given the product [CH3:17][C:12]([C:11]([O:21][CH2:2][CH2:1][OH:3])=[O:23])=[CH2:13], predict the reactants needed to synthesize it. The reactants are: [C:1]([O-])(=[O:3])[CH3:2].[K+].C(C1C=C(C)[CH:13]=[C:12]([C:17](C)(C)C)[C:11]=1[OH:21])(C)(C)C.C[O:23]C1C=CC(O)=CC=1. (4) Given the product [C:1]([O:5][C:6]([N:8]1[CH2:9][CH2:10][N:11]([C:14]([C:16]2[C:17]3[C:31](/[CH:32]=[CH:33]/[C:45]4[CH:46]=[CH:41][CH:42]=[C:43]([N:47]5[CH2:51][CH2:50][CH2:49][C:48]5=[O:52])[CH:44]=4)=[N:30][N:29]([CH:34]4[CH2:39][CH2:38][CH2:37][CH2:36][O:35]4)[C:18]=3[N:19]=[C:20]([C:22]3[CH:27]=[CH:26][C:25]([OH:28])=[CH:24][CH:23]=3)[CH:21]=2)=[O:15])[CH2:12][CH2:13]1)=[O:7])([CH3:2])([CH3:3])[CH3:4], predict the reactants needed to synthesize it. The reactants are: [C:1]([O:5][C:6]([N:8]1[CH2:13][CH2:12][N:11]([C:14]([C:16]2[C:17]3[C:31]([CH:32]=[CH2:33])=[N:30][N:29]([CH:34]4[CH2:39][CH2:38][CH2:37][CH2:36][O:35]4)[C:18]=3[N:19]=[C:20]([C:22]3[CH:27]=[CH:26][C:25]([OH:28])=[CH:24][CH:23]=3)[CH:21]=2)=[O:15])[CH2:10][CH2:9]1)=[O:7])([CH3:4])([CH3:3])[CH3:2].I[C:41]1[CH:42]=[C:43]([N:47]2[CH2:51][CH2:50][CH2:49][C:48]2=[O:52])[CH:44]=[CH:45][CH:46]=1.C1(C)C=CC=CC=1P(C1C=CC=CC=1C)C1C=CC=CC=1C.C(N(CC)CC)C.